This data is from Forward reaction prediction with 1.9M reactions from USPTO patents (1976-2016). The task is: Predict the product of the given reaction. (1) Given the reactants [CH3:1][C:2]1([CH3:16])[O:6][C@@H:5]([CH2:7][N:8]2[CH:12]=[CH:11][C:10]([N+:13]([O-])=O)=[N:9]2)[CH2:4][O:3]1.[H][H], predict the reaction product. The product is: [CH3:1][C:2]1([CH3:16])[O:6][C@@H:5]([CH2:7][N:8]2[CH:12]=[CH:11][C:10]([NH2:13])=[N:9]2)[CH2:4][O:3]1. (2) Given the reactants [C:1]([O:5][C:6]([NH:8][C:9]1[CH:14]=[CH:13][C:12]([C@H:15]([NH:18]C(=O)OCC2C=CC=CC=2)[CH2:16][OH:17])=[CH:11][CH:10]=1)=[O:7])([CH3:4])([CH3:3])[CH3:2], predict the reaction product. The product is: [NH2:18][C@@H:15]([C:12]1[CH:11]=[CH:10][C:9]([NH:8][C:6](=[O:7])[O:5][C:1]([CH3:3])([CH3:2])[CH3:4])=[CH:14][CH:13]=1)[CH2:16][OH:17]. (3) Given the reactants [C:1]([C:4]1[CH:9]=[CH:8][C:7]([N:10]2[CH2:15][CH2:14][N:13]([C:16]([C:18]3[CH:19]=[C:20]([S:25]([NH:28][CH3:29])(=[O:27])=[O:26])[CH:21]=[CH:22][C:23]=3Cl)=[O:17])[CH2:12][CH2:11]2)=[C:6]([F:30])[CH:5]=1)(=[O:3])[CH3:2].[NH:31]1[CH2:36][CH2:35][O:34][CH2:33][CH2:32]1, predict the reaction product. The product is: [C:1]([C:4]1[CH:9]=[CH:8][C:7]([N:10]2[CH2:15][CH2:14][N:13]([C:16]([C:18]3[CH:19]=[C:20]([S:25]([NH:28][CH3:29])(=[O:27])=[O:26])[CH:21]=[CH:22][C:23]=3[N:31]3[CH2:36][CH2:35][O:34][CH2:33][CH2:32]3)=[O:17])[CH2:12][CH2:11]2)=[C:6]([F:30])[CH:5]=1)(=[O:3])[CH3:2]. (4) Given the reactants [S:1]1[CH:5]=[CH:4][CH:3]=[C:2]1[S:6]([O-:8])=[O:7].[Na+].F[C:11]1[CH:18]=[CH:17][CH:16]=[CH:15][C:12]=1[CH:13]=[O:14], predict the reaction product. The product is: [S:1]1[CH:5]=[CH:4][CH:3]=[C:2]1[S:6]([C:11]1[CH:18]=[CH:17][CH:16]=[CH:15][C:12]=1[CH:13]=[O:14])(=[O:8])=[O:7]. (5) Given the reactants C1(C2N=NC(NNC(=O)CC3C=C4C(=CC=3)N=CC=C4)=NC=2)C=CC=CC=1.[S:28]1[CH:32]=[CH:31][CH:30]=[C:29]1[C:33]1[N:38]=[N:37][C:36]([NH:39][NH:40][C:41](=O)[CH2:42][C:43]2[CH:44]=[C:45]3[C:50](=[CH:51][CH:52]=2)[N:49]=[CH:48][CH:47]=[CH:46]3)=[N:35][CH:34]=1, predict the reaction product. The product is: [N:49]1[C:50]2[C:45](=[CH:44][C:43]([CH2:42][C:41]3[N:37]4[N:38]=[C:33]([C:29]5[S:28][CH:32]=[CH:31][CH:30]=5)[CH:34]=[N:35][C:36]4=[N:39][N:40]=3)=[CH:52][CH:51]=2)[CH:46]=[CH:47][CH:48]=1. (6) Given the reactants C[N:2]1[CH:6]2[CH2:7][C:8]([CH2:10][CH:3]1[CH2:4][CH2:5]2)=[O:9].ClC(OCCCl)=O, predict the reaction product. The product is: [CH:3]12[NH:2][CH:6]([CH2:5][CH2:4]1)[CH2:7][C:8](=[O:9])[CH2:10]2. (7) The product is: [CH2:18]([O:25][C:26]([N:28]1[CH2:33][CH2:32][CH:31]([C:34](=[O:36])/[CH:35]=[CH:13]/[C:9]2[CH:8]=[C:7]3[C:12](=[CH:11][CH:10]=2)[C:4](=[N:3][O:2][CH3:1])[CH2:5][CH2:6]3)[CH2:30][CH2:29]1)=[O:27])[C:19]1[CH:20]=[CH:21][CH:22]=[CH:23][CH:24]=1. Given the reactants [CH3:1][O:2][N:3]=[C:4]1[C:12]2[C:7](=[CH:8][C:9]([CH:13]=O)=[CH:10][CH:11]=2)[CH2:6][CH2:5]1.C[O-].[Na+].[CH2:18]([O:25][C:26]([N:28]1[CH2:33][CH2:32][CH:31]([C:34](=[O:36])[CH3:35])[CH2:30][CH2:29]1)=[O:27])[C:19]1[CH:24]=[CH:23][CH:22]=[CH:21][CH:20]=1, predict the reaction product. (8) Given the reactants C([O:3][C:4](=O)[CH:5]([N:7]1[C:12]2[CH:13]=[C:14]([Br:17])[CH:15]=[CH:16][C:11]=2[O:10][CH2:9][C:8]1=S)[CH3:6])C.O.[NH2:21][NH2:22], predict the reaction product. The product is: [Br:17][C:14]1[CH:13]=[C:12]2[C:11](=[CH:16][CH:15]=1)[O:10][CH2:9][C:8]1[N:7]2[CH:5]([CH3:6])[C:4](=[O:3])[NH:21][N:22]=1.